Task: Predict the reaction yield, written as a fraction of the theoretical maximum amount of product (1.0 means a 100% yield; for example, 0.34 means a 34% yield).. Dataset: Reaction yield outcomes from USPTO patents with 853,638 reactions (1) The reactants are [F:1][C:2]([F:11])([F:10])[C:3]1[CH:8]=[CH:7][CH:6]=[CH:5][C:4]=1[OH:9].C(N(CC)C(C)C)(C)C.[CH3:21][O:22][CH2:23]Cl. The catalyst is ClCCl.CC(OC)(C)C. The product is [CH3:21][O:22][CH2:23][O:9][C:4]1[CH:5]=[CH:6][CH:7]=[CH:8][C:3]=1[C:2]([F:10])([F:11])[F:1]. The yield is 0.920. (2) The reactants are [CH2:1]([O:3][CH:4]([O:7][CH2:8][CH3:9])[CH2:5]Cl)[CH3:2].[C:10]([O-:18])(=[O:17])[C:11]1[CH:16]=[CH:15][CH:14]=[CH:13][CH:12]=1.[K+].[Br-].[K+].CN(C=O)C. The catalyst is C(OCC)(=O)C.O. The product is [CH2:1]([O:3][CH:4]([O:7][CH2:8][CH3:9])[CH2:5][O:18][C:10](=[O:17])[C:11]1[CH:16]=[CH:15][CH:14]=[CH:13][CH:12]=1)[CH3:2]. The yield is 0.310. (3) The reactants are [CH3:1][O:2][C:3]([C:5]1[CH:6]=[N:7][N:8]([C:11]([CH3:14])([CH3:13])[CH3:12])[C:9]=1[CH3:10])=[O:4].[Br:15]N1C(=O)CCC1=O.[Al]. The catalyst is C(Cl)(Cl)(Cl)Cl. The product is [CH3:1][O:2][C:3]([C:5]1[CH:6]=[N:7][N:8]([C:11]([CH3:14])([CH3:13])[CH3:12])[C:9]=1[CH2:10][Br:15])=[O:4]. The yield is 0.950. (4) The reactants are [CH2:1]([O:8][C:9]([N:11]1[CH2:15][CH2:14][CH2:13][C@H:12]1[C:16]([OH:18])=O)=[O:10])[C:2]1[CH:7]=[CH:6][CH:5]=[CH:4][CH:3]=1.CN1CCOCC1.[NH2:26][C@@H:27]([C@H:32]([OH:34])[CH3:33])[C:28]([O:30][CH3:31])=[O:29]. The catalyst is C(Cl)Cl.CN(C=O)C. The product is [OH:34][C@H:32]([CH3:33])[C@H:27]([NH:26][C:16]([C@@H:12]1[CH2:13][CH2:14][CH2:15][N:11]1[C:9]([O:8][CH2:1][C:2]1[CH:3]=[CH:4][CH:5]=[CH:6][CH:7]=1)=[O:10])=[O:18])[C:28]([O:30][CH3:31])=[O:29]. The yield is 0.420. (5) The reactants are [F:1][C:2]([F:17])([F:16])[CH:3]([C:5]1[CH:10]=[CH:9][C:8]([C:11]2[CH:15]=[CH:14][O:13][CH:12]=2)=[CH:7][CH:6]=1)[OH:4].[NH2:18][C:19]1[N:24]=[C:23](Cl)[CH:22]=[C:21]([Cl:26])[N:20]=1.C(=O)([O-])[O-].[Cs+].[Cs+].O1CCOCC1. The catalyst is C(OCC)(=O)C. The product is [Cl:26][C:21]1[CH:22]=[C:23]([O:4][CH:3]([C:5]2[CH:6]=[CH:7][C:8]([C:11]3[CH:15]=[CH:14][O:13][CH:12]=3)=[CH:9][CH:10]=2)[C:2]([F:1])([F:16])[F:17])[N:24]=[C:19]([NH2:18])[N:20]=1. The yield is 0.720.